From a dataset of Full USPTO retrosynthesis dataset with 1.9M reactions from patents (1976-2016). Predict the reactants needed to synthesize the given product. (1) Given the product [F:13][C:11]([F:12])([F:14])[CH2:10][C:4]1[S:3][C:2]2[N:1]=[CH:15][NH:9][C:7](=[O:8])[C:6]=2[CH:5]=1, predict the reactants needed to synthesize it. The reactants are: [NH2:1][C:2]1[S:3][C:4]([CH2:10][C:11]([F:14])([F:13])[F:12])=[CH:5][C:6]=1[C:7]([NH2:9])=[O:8].[CH2:15](OC(OCC)OCC)C. (2) Given the product [N:17]1([CH:8]2[CH:9]3[N:14]([CH:13]=[CH:12][CH:11]=[CH:10]3)[C:15](=[O:16])[CH:6]=[CH:7]2)[CH2:22][CH2:21][NH:20][CH2:19][CH2:18]1, predict the reactants needed to synthesize it. The reactants are: C(OC([C:6]1[C:15](=[O:16])[N:14]2[CH:9]([CH:10]=[CH:11][CH:12]=[CH:13]2)[CH:8]([N:17]2[CH2:22][CH2:21][N:20](C(OC(C)(C)C)=O)[CH2:19][CH2:18]2)[CH:7]=1)=O)C. (3) The reactants are: [Cl:1][C:2]1[N:3]=[C:4]([N:20]2[CH2:25][CH2:24][O:23][CH2:22][CH2:21]2)[C:5]2[S:10][C:9]([C:11]3[CH:12]=[C:13]([C:17](O)=[O:18])[CH:14]=[N:15][CH:16]=3)=[CH:8][C:6]=2[N:7]=1.Cl.[CH3:27][NH2:28]. Given the product [Cl:1][C:2]1[N:3]=[C:4]([N:20]2[CH2:25][CH2:24][O:23][CH2:22][CH2:21]2)[C:5]2[S:10][C:9]([C:11]3[CH:12]=[C:13]([C:17]([NH:28][CH3:27])=[O:18])[CH:14]=[N:15][CH:16]=3)=[CH:8][C:6]=2[N:7]=1, predict the reactants needed to synthesize it. (4) Given the product [OH:8][C:9]1[CH:45]=[CH:44][C:12]([O:13][C:14]2[CH:15]=[CH:16][C:17]([C:18]([NH:20][CH2:21][C:22](=[O:41])[N:23]3[CH2:24][CH2:25][N:26]([C:29](=[O:40])[C:30]4[CH:35]=[CH:34][CH:33]=[CH:32][C:31]=4[C:36]([F:39])([F:38])[F:37])[CH2:27][CH2:28]3)=[O:19])=[CH:42][CH:43]=2)=[CH:11][CH:10]=1, predict the reactants needed to synthesize it. The reactants are: C([O:8][C:9]1[CH:45]=[CH:44][C:12]([O:13][C:14]2[CH:43]=[CH:42][C:17]([C:18]([NH:20][CH2:21][C:22](=[O:41])[N:23]3[CH2:28][CH2:27][N:26]([C:29](=[O:40])[C:30]4[CH:35]=[CH:34][CH:33]=[CH:32][C:31]=4[C:36]([F:39])([F:38])[F:37])[CH2:25][CH2:24]3)=[O:19])=[CH:16][CH:15]=2)=[CH:11][CH:10]=1)C1C=CC=CC=1.CCCCCC. (5) Given the product [Si:12]([O:19][CH2:20][CH:21]1[CH2:35][C:34]2[C:23](=[CH:24][C:25]3[N+:30]([O-:31])=[N:29][C:28]([CH2:2][CH3:3])=[N:27][C:26]=3[CH:33]=2)[CH2:22]1)([C:15]([CH3:18])([CH3:17])[CH3:16])([CH3:14])[CH3:13], predict the reactants needed to synthesize it. The reactants are: [Sn](CC)(CC)(CC)[CH2:2][CH3:3].N#N.[Si:12]([O:19][CH2:20][CH:21]1[CH2:35][C:34]2[C:23](=[CH:24][C:25]3[N+:30]([O-:31])=[N:29][C:28](I)=[N:27][C:26]=3[CH:33]=2)[CH2:22]1)([C:15]([CH3:18])([CH3:17])[CH3:16])([CH3:14])[CH3:13]. (6) Given the product [Cl:31][C@@H:6]1[CH2:7][CH2:8][CH2:2][CH2:3][N:4]([CH2:9][CH2:10][C:11]2[CH:12]=[CH:13][C:14]([N:17]([CH3:18])[CH3:19])=[CH:15][CH:16]=2)[CH2:5]1, predict the reactants needed to synthesize it. The reactants are: O[CH2:2][C@H:3]1[CH2:8][CH2:7][CH2:6][CH2:5][N:4]1[CH2:9][CH2:10][C:11]1[CH:16]=[CH:15][C:14]([N:17]([CH3:19])[CH3:18])=[CH:13][CH:12]=1.C(N(CC)CC)C.CS([Cl:31])(=O)=O.C(=O)([O-])O.[Na+]. (7) Given the product [CH3:36][N+:27]([CH3:26])([CH3:37])[CH:28]([C:30]1[CH:35]=[CH:34][CH:33]=[CH:32][CH:31]=1)[CH3:29].[CH3:1][C:2]1[CH:3]=[N:4][C:5]([CH2:11][S+:12]([O-:13])[C:14]2[NH:15][C:16]3[CH:22]=[CH:21][C:20]([O:23][CH3:24])=[CH:19][C:17]=3[N:18]=2)=[C:6]([CH3:10])[C:7]=1[O:8][CH3:9], predict the reactants needed to synthesize it. The reactants are: [CH3:1][C:2]1[C:7]([O:8][CH3:9])=[C:6]([CH3:10])[C:5]([CH2:11][S:12]([C:14]2[NH:18][C:17]3[CH:19]=[C:20]([O:23][CH3:24])[CH:21]=[CH:22][C:16]=3[N:15]=2)=[O:13])=[N:4][CH:3]=1.[Cl-].[CH3:26][N+:27]([CH3:37])([CH3:36])[CH:28]([C:30]1[CH:35]=[CH:34][CH:33]=[CH:32][CH:31]=1)[CH3:29].C(=O)([O-])[O-].[K+].[K+].O.